This data is from Full USPTO retrosynthesis dataset with 1.9M reactions from patents (1976-2016). The task is: Predict the reactants needed to synthesize the given product. (1) Given the product [C:9]([C:3]1[CH:8]=[CH:7][CH:6]=[CH:5][CH:4]=1)(=[O:11])[CH3:10], predict the reactants needed to synthesize it. The reactants are: O=O.[C:3]1([CH:9]([OH:11])[CH3:10])[CH:8]=[CH:7][CH:6]=[CH:5][CH:4]=1. (2) Given the product [Br:22][C:23]1[CH:24]=[CH:25][C:26]([Cl:31])=[C:27]([CH:28]([C:2]2[CH:7]=[N:6][C:5]([NH:8][C:9]3[CH:14]=[CH:13][C:12]([F:15])=[CH:11][C:10]=3[F:16])=[CH:4][CH:3]=2)[OH:29])[CH:30]=1, predict the reactants needed to synthesize it. The reactants are: Br[C:2]1[CH:3]=[CH:4][C:5]([NH:8][C:9]2[CH:14]=[CH:13][C:12]([F:15])=[CH:11][C:10]=2[F:16])=[N:6][CH:7]=1.[Li]CCCC.[Br:22][C:23]1[CH:24]=[CH:25][C:26]([Cl:31])=[C:27]([CH:30]=1)[CH:28]=[O:29].